Predict the product of the given reaction. From a dataset of Forward reaction prediction with 1.9M reactions from USPTO patents (1976-2016). (1) Given the reactants Cl[C:2]1[C:7]([CH3:8])=[C:6]([Cl:9])[N:5]=[C:4]([NH2:10])[N:3]=1.[Cl:11][C:12]1[C:17]([Cl:18])=[CH:16][CH:15]=[CH:14][C:13]=1B(O)O, predict the reaction product. The product is: [Cl:9][C:6]1[C:7]([CH3:8])=[C:2]([C:16]2[CH:15]=[CH:14][CH:13]=[C:12]([Cl:11])[C:17]=2[Cl:18])[N:3]=[C:4]([NH2:10])[N:5]=1. (2) Given the reactants Cl[CH2:2][C:3]([NH:5][C:6]1[CH:11]=[C:10]([C:12]#[C:13][C:14]2[N:18]3[N:19]=[C:20]([C:23]4[CH:28]=[CH:27][C:26]([C:29]([N:31]5[CH2:36][CH2:35][O:34][CH2:33][CH2:32]5)=[O:30])=[CH:25][CH:24]=4)[CH:21]=[CH:22][C:17]3=[N:16][CH:15]=2)[CH:9]=[CH:8][N:7]=1)=[O:4].C(O)C.[CH3:40][N:41](C=O)C.CN, predict the reaction product. The product is: [CH3:40][NH:41][CH2:2][C:3]([NH:5][C:6]1[CH:11]=[C:10]([C:12]#[C:13][C:14]2[N:18]3[N:19]=[C:20]([C:23]4[CH:28]=[CH:27][C:26]([C:29]([N:31]5[CH2:36][CH2:35][O:34][CH2:33][CH2:32]5)=[O:30])=[CH:25][CH:24]=4)[CH:21]=[CH:22][C:17]3=[N:16][CH:15]=2)[CH:9]=[CH:8][N:7]=1)=[O:4]. (3) Given the reactants [CH:1](=[C:3]1[CH2:8][CH:7]2[CH2:9][CH:4]1[CH:5]=[CH:6]2)[CH3:2].[CH2:10](OCCCC)CCC.[Cl-].C([Al+]CC)C, predict the reaction product. The product is: [CH2:1]1[CH:3]2[CH:4]3[CH:5]=[CH:6][CH:7]([CH:8]2[CH:10]=[CH:2]1)[CH2:9]3.[CH:1](=[C:3]1[CH2:8][CH:7]2[CH2:9][CH:4]1[CH:5]=[CH:6]2)[CH3:2]. (4) Given the reactants [Br:1][C:2]1[N:7]=[C:6]([C:8]([NH:10][C:11]2[CH:12]=[N:13][CH:14]=[CH:15][C:16]=2[OH:17])=O)[C:5]([NH2:18])=[N:4][CH:3]=1.C1(P(C2C=CC=CC=2)C2C=CC=CC=2)C=CC=CC=1.C(N(CC)CC)C.[Cl:45][C:46]([Cl:52])([Cl:51])[C:47]([Cl:50])([Cl:49])[Cl:48], predict the reaction product. The product is: [Cl:45][C:46]([Cl:52])([Cl:51])[C:47]([Cl:50])([Cl:49])[Cl:48].[Br:1][C:2]1[N:7]=[C:6]([C:8]2[O:17][C:16]3[CH:15]=[CH:14][N:13]=[CH:12][C:11]=3[N:10]=2)[C:5]([NH2:18])=[N:4][CH:3]=1.